Dataset: Forward reaction prediction with 1.9M reactions from USPTO patents (1976-2016). Task: Predict the product of the given reaction. (1) Given the reactants [CH3:1][C:2]1([CH3:20])[O:6][C@H:5]([CH2:7][O:8][C:9]2[C:16]([CH3:17])=[CH:15][C:12]([C:13]#[N:14])=[CH:11][C:10]=2[CH2:18][CH3:19])[CH2:4][O:3]1.C([O-])(O)=O.[Na+].Cl.[NH2:27][OH:28], predict the reaction product. The product is: [CH3:1][C:2]1([CH3:20])[O:6][C@H:5]([CH2:7][O:8][C:9]2[C:16]([CH3:17])=[CH:15][C:12]([C:13]([NH:27][OH:28])=[NH:14])=[CH:11][C:10]=2[CH2:18][CH3:19])[CH2:4][O:3]1. (2) The product is: [N:18]1[N:19]=[C:20]([S:23]([CH2:26][C:27]2[CH:28]=[CH:29][C:30]([C:31]([NH:41][C:40]3[CH:42]=[CH:43][C:37]([Cl:36])=[C:38]([C:44]4[CH:49]=[CH:48][CH:47]=[CH:46][N:45]=4)[CH:39]=3)=[O:33])=[CH:34][CH:35]=2)(=[O:24])=[O:25])[NH:21][CH:22]=1. Given the reactants N1N=C(S(CC2C=CC(C(O)=O)=CC=2)=O)NC=1.[N:18]1[N:19]=[C:20]([S:23]([CH2:26][C:27]2[CH:35]=[CH:34][C:30]([C:31]([OH:33])=O)=[CH:29][CH:28]=2)(=[O:25])=[O:24])[NH:21][CH:22]=1.[Cl:36][C:37]1[CH:43]=[CH:42][C:40]([NH2:41])=[CH:39][C:38]=1[C:44]1[CH:49]=[CH:48][CH:47]=[CH:46][N:45]=1, predict the reaction product. (3) Given the reactants [Br:1][C:2]1[CH:7]=[CH:6][C:5]([CH:8]([OH:11])[CH2:9][CH3:10])=[C:4]([F:12])[CH:3]=1, predict the reaction product. The product is: [Br:1][C:2]1[CH:7]=[CH:6][C:5]([C:8](=[O:11])[CH2:9][CH3:10])=[C:4]([F:12])[CH:3]=1. (4) The product is: [Cl:30][C:19]1[CH:20]=[C:21]([C:33]2[CH:34]=[CH:35][CH:36]=[CH:37][C:32]=2[Cl:31])[C:15]2[O:14][CH:13]([CH2:12][NH2:105])[CH2:17][C:16]=2[CH:18]=1. Given the reactants CC1C=CC(S(O[CH2:12][CH:13]2[CH2:17][C:16]3[CH:18]=[C:19]([Cl:30])[CH:20]=[C:21](OS(C(F)(F)F)(=O)=O)[C:15]=3[O:14]2)(=O)=O)=CC=1.[Cl:31][C:32]1[CH:37]=[CH:36][CH:35]=[CH:34][C:33]=1B(O)O.C(=O)([O-])[O-].[K+].[K+].C(C1C=CC=CC=1B1OC(C)(C)C(C)(C)O1)(C)C.CC1C=CC(S(OCC2CC3C=C(Cl)C=C(C4C=CC=CC=4Cl)C=3O2)(=O)=O)=CC=1.S(C1C=CC(C)=CC=1)([O-])(=O)=O.[N-:105]=[N+]=[N-].[Na+].N(CC1CC2C=C(Cl)C=C(C3C=CSC=3)C=2O1)=[N+]=[N-].N(CC1CC2C=C(Cl)C=C(C3C=CC=CC=3C)C=2O1)=[N+]=[N-].[N-]=[N+]=[N-], predict the reaction product. (5) Given the reactants [OH:1][C:2]1[CH:9]=[C:8]([OH:10])[CH:7]=[CH:6][C:3]=1[CH:4]=[O:5].C1(P(C2C=CC=CC=2)C2C=CC=CC=2)C=CC=CC=1.[CH3:30][O:31][CH2:32][CH2:33]O.N(C(OCC)=O)=NC(OCC)=O, predict the reaction product. The product is: [OH:1][C:2]1[CH:9]=[C:8]([O:10][CH2:33][CH2:32][O:31][CH3:30])[CH:7]=[CH:6][C:3]=1[CH:4]=[O:5]. (6) Given the reactants [F:1][C:2]1[CH:7]=[CH:6][C:5]([C:8]2[C:9](=O)[N:10](C)[C:11]([S:20][CH3:21])=[N:12][C:13]=2[C:14]2[CH:19]=[CH:18][N:17]=[CH:16][CH:15]=2)=[CH:4][CH:3]=1.O=P(Cl)(Cl)[Cl:26], predict the reaction product. The product is: [Cl:26][C:9]1[C:8]([C:5]2[CH:6]=[CH:7][C:2]([F:1])=[CH:3][CH:4]=2)=[C:13]([C:14]2[CH:19]=[CH:18][N:17]=[CH:16][CH:15]=2)[N:12]=[C:11]([S:20][CH3:21])[N:10]=1. (7) The product is: [CH2:14]([O:1][C:2]1[CH:7]=[CH:6][CH:5]=[CH:4][C:3]=1[CH2:8][C:9]([OH:11])=[O:10])[C:15]1[CH:20]=[CH:19][CH:18]=[CH:17][CH:16]=1. Given the reactants [OH:1][C:2]1[CH:7]=[CH:6][CH:5]=[CH:4][C:3]=1[CH2:8][C:9]([OH:11])=[O:10].[OH-].[Na+].[CH2:14](Br)[C:15]1[CH:20]=[CH:19][CH:18]=[CH:17][CH:16]=1, predict the reaction product. (8) Given the reactants [Br:1][C:2]1[C:3]2[N:4]([C:8]([CH2:13]O)=[C:9]([S:11][CH3:12])[N:10]=2)[CH:5]=[CH:6][CH:7]=1, predict the reaction product. The product is: [Br:1][C:2]1[C:3]2[N:4]([C:8]([CH3:13])=[C:9]([S:11][CH3:12])[N:10]=2)[CH:5]=[CH:6][CH:7]=1. (9) Given the reactants [Cl:1][C:2]1[N:7]=[C:6]([NH:8][C:9]([NH:11]C(=O)OCC)=S)[CH:5]=[N:4][C:3]=1[I:17].[Cl-].O[NH3+].C([N:23](C(C)C)C(C)C)C, predict the reaction product. The product is: [Cl:1][C:2]1[N:7]2[N:23]=[C:9]([NH2:11])[N:8]=[C:6]2[CH:5]=[N:4][C:3]=1[I:17].